This data is from Forward reaction prediction with 1.9M reactions from USPTO patents (1976-2016). The task is: Predict the product of the given reaction. (1) Given the reactants [CH2:1]([O:3][C:4]1[C:5]2[CH:12]=[CH:11][NH:10][C:6]=2[N:7]=[CH:8][N:9]=1)[CH3:2].CN(C)C=O.[I:18]N1C(=O)CCC1=O.O, predict the reaction product. The product is: [CH2:1]([O:3][C:4]1[C:5]2[C:12]([I:18])=[CH:11][NH:10][C:6]=2[N:7]=[CH:8][N:9]=1)[CH3:2]. (2) Given the reactants [CH2:1]([N:8]1[C:16]2[C:11](=[CH:12][CH:13]=[CH:14][CH:15]=2)[C:10]([C:17]2[CH:22]=[CH:21][C:20]([C:23]([O:25]CC)=[O:24])=[CH:19][CH:18]=2)=[N:9]1)[C:2]1[CH:7]=[CH:6][CH:5]=[CH:4][CH:3]=1.[OH-].[Na+].Cl, predict the reaction product. The product is: [CH2:1]([N:8]1[C:16]2[C:11](=[CH:12][CH:13]=[CH:14][CH:15]=2)[C:10]([C:17]2[CH:18]=[CH:19][C:20]([C:23]([OH:25])=[O:24])=[CH:21][CH:22]=2)=[N:9]1)[C:2]1[CH:7]=[CH:6][CH:5]=[CH:4][CH:3]=1. (3) Given the reactants C([N:3]1[C:15]2[CH:14]=[CH:13][CH:12]=[CH:11][C:10]=2[C:9]2[C:4]1=[CH:5][CH:6]=[CH:7][CH:8]=2)C.[N+:16]([O-:19])(O)=[O:17].Cl[C:21]1C=CC=C[C:22]=1Cl, predict the reaction product. The product is: [N+:16]([CH2:21][CH2:22][C:5]1[C:4]2[NH:3][C:15]3[C:10](=[CH:11][CH:12]=[CH:13][CH:14]=3)[C:9]=2[CH:8]=[CH:7][CH:6]=1)([O-:19])=[O:17]. (4) Given the reactants [Br:1][C:2]1[CH:3]=[C:4]([CH:8]([S:13]([NH2:16])(=[O:15])=[O:14])[C:9]([OH:12])([CH3:11])[CH3:10])[CH:5]=[CH:6][CH:7]=1.[CH3:17][O:18][C:19](OC)(OC)OC, predict the reaction product. The product is: [Br:1][C:2]1[CH:3]=[C:4]([CH:8]2[C:9]([CH3:10])([CH3:11])[O:12][C:17]([O:18][CH3:19])=[N:16][S:13]2(=[O:14])=[O:15])[CH:5]=[CH:6][CH:7]=1. (5) Given the reactants [F:1][C:2]1[CH:7]=[C:6]([F:8])[C:5]([C:9]2[CH:10]=[N:11][CH:12]=[N:13][CH:14]=2)=[CH:4][C:3]=1[C@@:15]([NH:27][S@@:28]([C:30]([CH3:33])([CH3:32])[CH3:31])=[O:29])([CH2:17][C:18]([C:20]1[C:21]([CH3:26])=[N:22][O:23][C:24]=1[CH3:25])=[O:19])[CH3:16].[H-].C(O[Al](OC(C)(C)C)OC(C)(C)C)(C)(C)C.[Li+].O.O.O.O.O.O.O.O.O.O.S([O-])([O-])(=O)=O.[Na+].[Na+].S([O-])([O-])(=O)=O.[Na+].[Na+], predict the reaction product. The product is: [F:1][C:2]1[CH:7]=[C:6]([F:8])[C:5]([C:9]2[CH:10]=[N:11][CH:12]=[N:13][CH:14]=2)=[CH:4][C:3]=1[C@@:15]([NH:27][S@@:28]([C:30]([CH3:33])([CH3:32])[CH3:31])=[O:29])([CH2:17][C@H:18]([C:20]1[C:21]([CH3:26])=[N:22][O:23][C:24]=1[CH3:25])[OH:19])[CH3:16]. (6) Given the reactants [C:1]([O:5][C@@H:6]([C:16]1[C:17]([C:28]2[CH:33]=[CH:32][C:31]([Cl:34])=[CH:30][CH:29]=2)=[C:18]2[C:23](=[CH:24][C:25]=1[CH3:26])[NH:22][C:21](=[O:27])[CH:20]=[CH:19]2)[CH2:7][O:8][Si:9]([C:12]([CH3:15])([CH3:14])[CH3:13])([CH3:11])[CH3:10])([CH3:4])([CH3:3])[CH3:2].CC(C)([O-])C.[K+].Br[CH2:42][CH2:43][NH:44][C:45](=[O:53])[O:46][CH2:47][CH2:48][Si:49]([CH3:52])([CH3:51])[CH3:50], predict the reaction product. The product is: [C:1]([O:5][C@@H:6]([C:16]1[C:17]([C:28]2[CH:33]=[CH:32][C:31]([Cl:34])=[CH:30][CH:29]=2)=[C:18]2[C:23](=[CH:24][C:25]=1[CH3:26])[N:22]([CH2:42][CH2:43][NH:44][C:45](=[O:53])[O:46][CH2:47][CH2:48][Si:49]([CH3:52])([CH3:51])[CH3:50])[C:21](=[O:27])[CH:20]=[CH:19]2)[CH2:7][O:8][Si:9]([C:12]([CH3:15])([CH3:14])[CH3:13])([CH3:10])[CH3:11])([CH3:2])([CH3:3])[CH3:4]. (7) Given the reactants [F:1][CH:2]([F:25])[C:3]1[CH:11]=[C:10]2[C:6]([CH2:7][CH2:8][N:9]2C(OC(C)(C)C)=O)=[CH:5][C:4]=1[C:19]1[CH:20]=[N:21][N:22]([CH3:24])[CH:23]=1.FC(F)(F)C(O)=O, predict the reaction product. The product is: [F:25][CH:2]([F:1])[C:3]1[CH:11]=[C:10]2[C:6]([CH2:7][CH2:8][NH:9]2)=[CH:5][C:4]=1[C:19]1[CH:20]=[N:21][N:22]([CH3:24])[CH:23]=1.